This data is from Forward reaction prediction with 1.9M reactions from USPTO patents (1976-2016). The task is: Predict the product of the given reaction. (1) The product is: [N:1]([CH2:13][C:11]([S:14]([C:17]1[CH:34]=[CH:33][C:20]2[N:21]([CH2:29][CH:30]3[CH2:31][CH2:32]3)[C:22]([CH2:24][C:25]([CH3:26])([CH3:27])[CH3:28])=[N:23][C:19]=2[CH:18]=1)(=[O:16])=[O:15])([CH3:10])[CH3:12])=[N+:2]=[N-:3]. Given the reactants [N-:1]=[N+:2]=[N-:3].[Na+].CS(O[CH2:10][C:11]([S:14]([C:17]1[CH:34]=[CH:33][C:20]2[N:21]([CH2:29][CH:30]3[CH2:32][CH2:31]3)[C:22]([CH2:24][C:25]([CH3:28])([CH3:27])[CH3:26])=[N:23][C:19]=2[CH:18]=1)(=[O:16])=[O:15])([CH3:13])[CH3:12])(=O)=O, predict the reaction product. (2) Given the reactants [Br:1][C:2]1[CH:7]=[CH:6][C:5]([S:8](Cl)(=[O:10])=[O:9])=[C:4]([Cl:12])[CH:3]=1.S([O-])([O-])=O.[Na+].[Na+].C(=O)(O)[O-].[Na+].[CH2:24](Br)[C:25]1[CH:30]=[CH:29][CH:28]=[CH:27][CH:26]=1, predict the reaction product. The product is: [CH2:24]([S:8]([C:5]1[CH:6]=[CH:7][C:2]([Br:1])=[CH:3][C:4]=1[Cl:12])(=[O:10])=[O:9])[C:25]1[CH:30]=[CH:29][CH:28]=[CH:27][CH:26]=1. (3) The product is: [Cl:1][C:2]1[CH:7]=[C:6]([F:8])[CH:5]=[CH:4][C:3]=1[N:9]1[C:14]([CH3:15])=[CH:13][CH:12]=[C:11]([C:16]([OH:36])=[O:42])[C:10]1=[O:18]. Given the reactants [Cl:1][C:2]1[CH:7]=[C:6]([F:8])[CH:5]=[CH:4][C:3]=1[N:9]1[C:14]([CH3:15])=[CH:13][CH:12]=[C:11]([C:16]#N)[C:10]1=[O:18].ClC1C=C(F)C=CC=1N1C=CC(C)=C(C#N)C1=[O:36].S(=O)(=O)(O)O.[OH-:42].[Na+], predict the reaction product. (4) Given the reactants [F:1][C:2]1[CH:3]=[C:4]2[C:9](=[CH:10][C:11]=1[OH:12])[N:8]=[C:7]([CH3:13])[CH:6]=[CH:5]2.C([O-])([O-])=O.[Cs+].[Cs+].CC1C=CC(S(O[CH2:31][C@H:32]([O:34][CH3:35])[CH3:33])(=O)=O)=CC=1, predict the reaction product. The product is: [F:1][C:2]1[CH:3]=[C:4]2[C:9](=[CH:10][C:11]=1[O:12][CH2:31][C@H:32]([O:34][CH3:35])[CH3:33])[N:8]=[C:7]([CH3:13])[CH:6]=[CH:5]2. (5) Given the reactants C(OC([C:6]1[N:7]=[C:8]([NH:11][C:12]2[CH:17]=[CH:16][C:15]([N:18]3[CH:22]=[C:21]([CH3:23])[N:20]=[CH:19]3)=[C:14]([O:24][CH3:25])[CH:13]=2)[S:9][CH:10]=1)=O)C.C[Mg]Br, predict the reaction product. The product is: [CH3:25][O:24][C:14]1[CH:13]=[C:12]([NH:11][C:8]2[S:9][CH:10]=[C:6]([C:14]([OH:24])([CH3:15])[CH3:13])[N:7]=2)[CH:17]=[CH:16][C:15]=1[N:18]1[CH:22]=[C:21]([CH3:23])[N:20]=[CH:19]1.